Dataset: Forward reaction prediction with 1.9M reactions from USPTO patents (1976-2016). Task: Predict the product of the given reaction. Given the reactants [CH3:1][N:2]([CH3:18])[CH2:3][CH2:4][NH:5][S:6]([C:9]1[CH:14]=[CH:13][CH:12]=[C:11]([N+:15]([O-])=O)[CH:10]=1)(=[O:8])=[O:7], predict the reaction product. The product is: [NH2:15][C:11]1[CH:10]=[C:9]([S:6]([NH:5][CH2:4][CH2:3][N:2]([CH3:18])[CH3:1])(=[O:8])=[O:7])[CH:14]=[CH:13][CH:12]=1.